Dataset: Retrosynthesis with 50K atom-mapped reactions and 10 reaction types from USPTO. Task: Predict the reactants needed to synthesize the given product. (1) Given the product CC(C)(C)[Si](C)(C)OCCCCCCOC1CCN(Cc2ccccc2)CC1, predict the reactants needed to synthesize it. The reactants are: CC(C)(C)[Si](C)(C)OCCCCCCBr.OC1CCN(Cc2ccccc2)CC1. (2) The reactants are: CCCc1c(OCCCCOc2ccc(C(=O)OC)cc2)ccc(C(C)=O)c1O. Given the product CCCc1c(OCCCCOc2ccc(C(=O)O)cc2)ccc(C(C)=O)c1O, predict the reactants needed to synthesize it. (3) Given the product COCOC[C@@H]1C(C(=O)N(Cc2cccc(Cl)c2Cl)C2CC2)=C(c2ccc(O)cc2)CCN1C(=O)OC(C)(C)C, predict the reactants needed to synthesize it. The reactants are: COCOC[C@@H]1C(C(=O)N(Cc2cccc(Cl)c2Cl)C2CC2)=C(OS(=O)(=O)C(F)(F)F)CCN1C(=O)OC(C)(C)C.OB(O)c1ccc(O)cc1. (4) Given the product Cc1ccc(F)c(NC(=O)Nc2ccc(Oc3ccnc(-c4cc(C(=O)NCCCN)c[nH]4)c3)cc2)c1, predict the reactants needed to synthesize it. The reactants are: Cc1ccc(F)c(NC(=O)Nc2ccc(Oc3ccnc(-c4cc(C(=O)NCCCNC(=O)OC(C)(C)C)c[nH]4)c3)cc2)c1. (5) Given the product CC(C)(C)OC(=O)N(CCOc1cc(Cl)cc(C(=O)N(CCS(=O)(=O)F)c2ccccc2)c1)c1ccncc1, predict the reactants needed to synthesize it. The reactants are: CC(C)(C)OC(=O)N(CCOc1cc(Cl)cc(C(=O)O)c1)c1ccncc1.O=S(=O)(F)CCNc1ccccc1. (6) The reactants are: O=[N+]([O-])c1ccc(Br)nc1.OB(O)c1ccc(Br)cc1. Given the product O=[N+]([O-])c1ccc(-c2ccc(Br)cc2)nc1, predict the reactants needed to synthesize it.